From a dataset of Reaction yield outcomes from USPTO patents with 853,638 reactions. Predict the reaction yield, written as a fraction of the theoretical maximum amount of product (1.0 means a 100% yield; for example, 0.34 means a 34% yield). (1) The reactants are CN(C)C=O.[OH:6][CH2:7][C:8]1[CH:13]=[CH:12][CH:11]=[CH:10][N:9]=1.[H-].[Na+].[F:16][C:17]1[CH:18]=[C:19]([CH:22]=[CH:23][C:24]=1F)[CH:20]=[O:21]. The catalyst is O. The product is [F:16][C:17]1[CH:18]=[C:19]([CH:22]=[CH:23][C:24]=1[O:6][CH2:7][C:8]1[CH:13]=[CH:12][CH:11]=[CH:10][N:9]=1)[CH:20]=[O:21]. The yield is 0.456. (2) The reactants are CCCC[N+](CCCC)(CCCC)CCCC.[F-].C([SiH2][O:24][C:25](C)(C)[C:26]1[CH:27]=[C:28]([CH:38]=[CH:39][C:40]=1[Cl:41])[CH2:29][NH:30][C:31](=[O:37])[CH2:32][C:33]([F:36])([F:35])[F:34])(C)(C)C.CCOC(C)=O. The catalyst is C1COCC1. The product is [Cl:41][C:40]1[CH:39]=[CH:38][C:28]([CH2:29][NH:30][C:31](=[O:37])[CH2:32][C:33]([F:36])([F:35])[F:34])=[CH:27][C:26]=1[CH2:25][OH:24]. The yield is 0.650. (3) The reactants are F[C:2]1[CH:7]=[CH:6][CH:5]=[CH:4][C:3]=1[N:8]1[C:16]2[C:11](=[CH:12][C:13](I)=[CH:14][CH:15]=2)[CH:10]=[N:9]1.[CH3:18][C@H:19]([NH2:28])[C@H:20]([OH:27])[C:21]1[CH:26]=[CH:25][CH:24]=[CH:23][CH:22]=1.C(=O)([O-])[O-].[Cs+].[Cs+].C(O)(C(F)(F)[F:38])=O. The catalyst is C(#N)CCC.O.[Cu]I.CC#N. The product is [F:38][C:6]1[CH:5]=[CH:4][C:3]([N:8]2[C:16]3[C:11](=[CH:12][C:13]([O:27][C@H:20]([C:21]4[CH:22]=[CH:23][CH:24]=[CH:25][CH:26]=4)[C@@H:19]([NH2:28])[CH3:18])=[CH:14][CH:15]=3)[CH:10]=[N:9]2)=[CH:2][CH:7]=1. The yield is 0.410.